From a dataset of Reaction yield outcomes from USPTO patents with 853,638 reactions. Predict the reaction yield, written as a fraction of the theoretical maximum amount of product (1.0 means a 100% yield; for example, 0.34 means a 34% yield). (1) The reactants are [Br:1][C:2]1[C:3]([NH:9][C:10]2[CH:19]=[CH:18][CH:17]=[CH:16][C:11]=2[C:12]([NH:14][CH3:15])=[O:13])=[N:4][C:5](Cl)=[N:6][CH:7]=1.[NH2:20][C:21]1[C:37]([O:38][CH3:39])=[CH:36][C:24]2[CH2:25][CH2:26][N:27]([CH2:30][C:31]([N:33]([CH3:35])[CH3:34])=[O:32])[CH2:28][CH2:29][C:23]=2[CH:22]=1.C12(CS(O)(=O)=O)C(C)(C)C(CC1)CC2=O. The catalyst is C(O)(C)C. The product is [Br:1][C:2]1[C:3]([NH:9][C:10]2[CH:19]=[CH:18][CH:17]=[CH:16][C:11]=2[C:12]([NH:14][CH3:15])=[O:13])=[N:4][C:5]([NH:20][C:21]2[C:37]([O:38][CH3:39])=[CH:36][C:24]3[CH2:25][CH2:26][N:27]([CH2:30][C:31](=[O:32])[N:33]([CH3:34])[CH3:35])[CH2:28][CH2:29][C:23]=3[CH:22]=2)=[N:6][CH:7]=1. The yield is 0.510. (2) The yield is 0.650. The reactants are [F:1][C:2]1[CH:7]=[CH:6][C:5]([F:8])=[CH:4][C:3]=1[C:9]1[N:14]=[CH:13][C:12]([C:15]([OH:17])=O)=[CH:11][N:10]=1.C(N(C(C)C)CC)(C)C.[CH3:27][NH:28][S:29]([C:32]1[CH:33]=[C:34]([CH:37]=[CH:38][CH:39]=1)[CH2:35][NH2:36])(=[O:31])=[O:30]. The product is [CH3:27][NH:28][S:29]([C:32]1[CH:33]=[C:34]([CH:37]=[CH:38][CH:39]=1)[CH2:35][NH:36][C:15]([C:12]1[CH:13]=[N:14][C:9]([C:3]2[CH:4]=[C:5]([F:8])[CH:6]=[CH:7][C:2]=2[F:1])=[N:10][CH:11]=1)=[O:17])(=[O:30])=[O:31]. The catalyst is CN(C=O)C. (3) The reactants are [C:1]1([N:7]=[C:8]=[O:9])[CH:6]=[CH:5][CH:4]=[CH:3][CH:2]=1.[CH2:10]([O:12][C:13]([C:15]1[C:20]([O:21][CH2:22][CH3:23])=[C:19]([N:24]2[CH2:29][CH2:28][O:27][CH2:26][CH2:25]2)[N:18]=[C:17]([C:30]2[CH:35]=[CH:34][C:33]([NH2:36])=[CH:32][CH:31]=2)[N:16]=1)=[O:14])[CH3:11]. The catalyst is C1(C)C=CC=CC=1. The product is [CH2:10]([O:12][C:13]([C:15]1[C:20]([O:21][CH2:22][CH3:23])=[C:19]([N:24]2[CH2:25][CH2:26][O:27][CH2:28][CH2:29]2)[N:18]=[C:17]([C:30]2[CH:31]=[CH:32][C:33]([NH:36][C:8]([NH:7][C:1]3[CH:6]=[CH:5][CH:4]=[CH:3][CH:2]=3)=[O:9])=[CH:34][CH:35]=2)[N:16]=1)=[O:14])[CH3:11]. The yield is 0.830. (4) The reactants are O1CCCCC1[N:7]1[C:15]2[C:10](=CC(C3N=CN(C(C4C=CC=CC=4)(C4C=CC=CC=4)C4C=CC=CC=4)N=3)=[CH:13][CH:14]=2)[C:9]([C:40]2[CH:41]=[C:42]([CH:47]=[CH:48][CH:49]=2)[C:43]([O:45]C)=O)=[N:8]1.O.[OH-].[Li+].[CH3:53][C@@H:54]([NH2:61])[C:55]1[CH:60]=[CH:59][CH:58]=[CH:57][CH:56]=1.O.O[N:64]1C2C=CC=CC=2N=N1.Cl.CN(C)[CH2:76][CH2:77][CH2:78][N:79]=[C:80]=[N:81]CC. The catalyst is O1CCCC1.O1CCCC1.O. The product is [NH:64]1[C:78]([C:77]2[CH:76]=[C:10]3[C:15](=[CH:14][CH:13]=2)[NH:7][N:8]=[C:9]3[C:40]2[CH:41]=[C:42]([C:43]([NH:61][C@@H:54]([C:55]3[CH:60]=[CH:59][CH:58]=[CH:57][CH:56]=3)[CH3:53])=[O:45])[CH:47]=[CH:48][CH:49]=2)=[N:79][CH:80]=[N:81]1. The yield is 0.860. (5) The reactants are [C:1]([O:5][C:6](=[O:23])[CH2:7][CH:8]([NH:12]C(OCC1C=CC=CC=1)=O)[C:9]([NH2:11])=[O:10])([CH3:4])([CH3:3])[CH3:2]. The catalyst is C1COCC1.[Pd]. The product is [C:1]([O:5][C:6](=[O:23])[CH2:7][C@H:8]([NH2:12])[C:9]([NH2:11])=[O:10])([CH3:4])([CH3:2])[CH3:3]. The yield is 0.980. (6) The reactants are [C:1]([C:5]1[N:10]=[C:9]([N:11]2[CH2:16][CH2:15][N:14]([CH2:17][CH2:18][CH2:19][CH2:20][NH2:21])[CH2:13][CH2:12]2)[CH:8]=[C:7]([C:22]([F:25])([F:24])[F:23])[N:6]=1)([CH3:4])([CH3:3])[CH3:2].C1N=CN([C:31](N2C=NC=C2)=[O:32])C=1.[Cl:38][C:39]1[C:44]([Cl:45])=[CH:43][CH:42]=[CH:41][C:40]=1[N:46]1[CH2:51][CH2:50][NH:49][CH2:48][CH2:47]1. The catalyst is C(Cl)(Cl)Cl.CO. The product is [C:1]([C:5]1[N:10]=[C:9]([N:11]2[CH2:16][CH2:15][N:14]([CH2:17][CH2:18][CH2:19][CH2:20][NH:21][C:31]([N:49]3[CH2:50][CH2:51][N:46]([C:40]4[CH:41]=[CH:42][CH:43]=[C:44]([Cl:45])[C:39]=4[Cl:38])[CH2:47][CH2:48]3)=[O:32])[CH2:13][CH2:12]2)[CH:8]=[C:7]([C:22]([F:24])([F:25])[F:23])[N:6]=1)([CH3:4])([CH3:2])[CH3:3]. The yield is 0.380. (7) The reactants are [H-].[Na+].C(OP([CH2:11][C:12]([O:14][CH3:15])=[O:13])(OCC)=O)C.[CH3:16][O:17][C:18]1[CH:19]=[C:20]([CH:24]=O)[CH:21]=[N:22][CH:23]=1.O. The catalyst is C1COCC1. The product is [CH3:16][O:17][C:18]1[CH:19]=[C:20](/[CH:24]=[CH:11]/[C:12]([O:14][CH3:15])=[O:13])[CH:21]=[N:22][CH:23]=1. The yield is 0.140.